This data is from Forward reaction prediction with 1.9M reactions from USPTO patents (1976-2016). The task is: Predict the product of the given reaction. (1) Given the reactants [NH2:1][C:2]1[N:7]=[CH:6][N:5]=[C:4]2[N:8]([CH:19]([C:21]3[O:22][C:23]4[C:28]([C:29](=[O:38])[C:30]=3[C:31]3[CH:36]=[CH:35][CH:34]=[C:33]([F:37])[CH:32]=3)=[CH:27][CH:26]=[CH:25][CH:24]=4)[CH3:20])[N:9]=[C:10]([C:11]3[CH:16]=[CH:15][CH:14]=[C:13]([O:17]C)[CH:12]=3)[C:3]=12, predict the reaction product. The product is: [NH2:1][C:2]1[N:7]=[CH:6][N:5]=[C:4]2[N:8]([CH:19]([C:21]3[O:22][C:23]4[C:28]([C:29](=[O:38])[C:30]=3[C:31]3[CH:36]=[CH:35][CH:34]=[C:33]([F:37])[CH:32]=3)=[CH:27][CH:26]=[CH:25][CH:24]=4)[CH3:20])[N:9]=[C:10]([C:11]3[CH:16]=[CH:15][CH:14]=[C:13]([OH:17])[CH:12]=3)[C:3]=12. (2) Given the reactants C[O:2][C:3]1[CH:10]=[C:9]([O:11][CH3:12])[C:8]([CH3:13])=[CH:7][C:4]=1[CH:5]=[O:6].[I-].[Na+].[Al+3].[Cl-].[Cl-].[Cl-], predict the reaction product. The product is: [OH:2][C:3]1[CH:10]=[C:9]([O:11][CH3:12])[C:8]([CH3:13])=[CH:7][C:4]=1[CH:5]=[O:6]. (3) Given the reactants Cl[C:2]1[C:7]([C:8]([N:10]2[C@H:15]([CH3:16])[CH2:14][CH2:13][C@@H:12]([O:17][C:18]3[C:23]([CH3:24])=[C:22]([C:25]#[N:26])[CH:21]=[CH:20][N:19]=3)[CH2:11]2)=[O:9])=[CH:6][CH:5]=[C:4]([O:27][CH3:28])[N:3]=1.[C:29]1(B2OC(C)(C)C(C)(C)O2)[CH:34]=[CH:33][CH:32]=[CH:31][CH:30]=1.P([O-])([O-])([O-])=O.[K+].[K+].[K+].N#N, predict the reaction product. The product is: [CH3:28][O:27][C:4]1[N:3]=[C:2]([C:29]2[CH:34]=[CH:33][CH:32]=[CH:31][CH:30]=2)[C:7]([C:8]([N:10]2[C@H:15]([CH3:16])[CH2:14][CH2:13][C@@H:12]([O:17][C:18]3[C:23]([CH3:24])=[C:22]([C:25]#[N:26])[CH:21]=[CH:20][N:19]=3)[CH2:11]2)=[O:9])=[CH:6][CH:5]=1. (4) Given the reactants [O:1]=[C:2]1[NH:7][C:6](=[O:8])[CH:5]=[C:4]([CH2:9][CH2:10][CH3:11])[N:3]1[CH2:12][C:13]1[CH:18]=[CH:17][C:16]([C:19]2[C:20]([C:25]#[N:26])=[CH:21][CH:22]=[CH:23][CH:24]=2)=[CH:15][CH:14]=1.Br[CH2:28][C:29]([C:31]1[CH:36]=[CH:35][C:34]([O:37][CH3:38])=[CH:33][CH:32]=1)=[O:30].CN(C)C=O.[H-].[Na+], predict the reaction product. The product is: [CH3:38][O:37][C:34]1[CH:35]=[CH:36][C:31]([C:29](=[O:30])[CH2:28][N:7]2[C:6](=[O:8])[CH:5]=[C:4]([CH2:9][CH2:10][CH3:11])[N:3]([CH2:12][C:13]3[CH:18]=[CH:17][C:16]([C:19]4[C:20]([C:25]#[N:26])=[CH:21][CH:22]=[CH:23][CH:24]=4)=[CH:15][CH:14]=3)[C:2]2=[O:1])=[CH:32][CH:33]=1. (5) Given the reactants [Br:1][C:2]1[C:3](Cl)=[N:4][CH:5]=[C:6]([CH:11]=1)[C:7]([O:9][CH3:10])=[O:8].[F-:13].[K+], predict the reaction product. The product is: [CH3:10][O:9][C:7](=[O:8])[C:6]1[CH:11]=[C:2]([Br:1])[C:3]([F:13])=[N:4][CH:5]=1. (6) The product is: [C:11]1([C:8]2[N:6]3[N:7]=[C:2]([NH:33][CH2:34][CH2:35][CH2:36][CH2:37][OH:38])[CH:3]=[CH:4][C:5]3=[N:10][CH:9]=2)[C:20]2[C:15](=[CH:16][CH:17]=[CH:18][CH:19]=2)[CH:14]=[CH:13][CH:12]=1. Given the reactants Cl[C:2]1[CH:3]=[CH:4][C:5]2[N:6]([C:8]([C:11]3[C:20]4[C:15](=[CH:16][CH:17]=[CH:18][CH:19]=4)[CH:14]=[CH:13][CH:12]=3)=[CH:9][N:10]=2)[N:7]=1.O.C1(C)C=CC(S(O)(=O)=O)=CC=1.[NH2:33][CH2:34][CH2:35][CH2:36][CH2:37][OH:38], predict the reaction product. (7) Given the reactants [Br:1][C:2]1[C:3]([O:10][CH3:11])=[N:4][C:5]([CH2:8][OH:9])=[CH:6][CH:7]=1.[CH3:12]I, predict the reaction product. The product is: [Br:1][C:2]1[C:3]([O:10][CH3:11])=[N:4][C:5]([CH2:8][O:9][CH3:12])=[CH:6][CH:7]=1.